The task is: Predict the reactants needed to synthesize the given product.. This data is from Full USPTO retrosynthesis dataset with 1.9M reactions from patents (1976-2016). (1) Given the product [CH2:19]([O:23][C:2]1[CH:10]=[C:9]2[C:5]([CH2:6][C:7]3([CH2:12][CH2:13][C:14](=[O:17])[CH2:15][CH2:16]3)[C:8]2=[O:11])=[CH:4][CH:3]=1)[CH:20]([CH3:21])[CH3:25], predict the reactants needed to synthesize it. The reactants are: Br[C:2]1[CH:10]=[C:9]2[C:5]([CH2:6][C:7]3([CH2:16][CH2:15][CH:14]([O:17]C)[CH2:13][CH2:12]3)[C:8]2=[O:11])=[CH:4][CH:3]=1.[C:19]([O:23]C)(=O)[CH:20]=[CH2:21].[CH3:25]C(C)([O-])C.[K+].[OH-].[K+]. (2) Given the product [Br:1][C:2]1[CH:7]=[C:6]([CH:5]=[C:4]([Cl:9])[CH:3]=1)[O:10][C:11]1[CH:12]=[N:13][CH:14]=[CH:15][CH:16]=1, predict the reactants needed to synthesize it. The reactants are: [Br:1][C:2]1[CH:7]=[C:6](F)[CH:5]=[C:4]([Cl:9])[CH:3]=1.[OH:10][C:11]1[CH:12]=[N:13][CH:14]=[CH:15][CH:16]=1.C([O-])([O-])=O.[K+].[K+]. (3) Given the product [Na+:50].[Na+:50].[C:1]([CH2:4][C@H:5]([OH:45])[CH2:6][C@H:7]([OH:44])[CH2:8][CH2:9][C:10]1[N:14]([CH:15]([CH3:16])[CH3:17])[C:13]([C:18]([NH:20][CH2:21][C:22]2[CH:23]=[C:24]([CH:28]=[CH:29][CH:30]=2)[C:25]([O-:27])=[O:26])=[O:19])=[C:12]([C:31]2[CH:36]=[CH:35][CH:34]=[CH:33][CH:32]=2)[C:11]=1[C:37]1[CH:38]=[CH:39][C:40]([F:43])=[CH:41][CH:42]=1)([OH:3])=[O:2].[C:1]([CH2:4][C@H:5]([OH:45])[CH2:6][C@H:7]([OH:44])[CH2:8][CH2:9][C:10]1[N:14]([CH:15]([CH3:16])[CH3:17])[C:13]([C:18]([NH:20][CH2:21][C:22]2[CH:23]=[C:24]([CH:28]=[CH:29][CH:30]=2)[C:25]([O-:27])=[O:26])=[O:19])=[C:12]([C:31]2[CH:36]=[CH:35][CH:34]=[CH:33][CH:32]=2)[C:11]=1[C:37]1[CH:38]=[CH:39][C:40]([F:43])=[CH:41][CH:42]=1)([OH:3])=[O:2], predict the reactants needed to synthesize it. The reactants are: [C:1]([CH2:4][C@H:5]([OH:45])[CH2:6][C@H:7]([OH:44])[CH2:8][CH2:9][C:10]1[N:14]([CH:15]([CH3:17])[CH3:16])[C:13]([C:18]([NH:20][CH2:21][C:22]2[CH:23]=[C:24]([CH:28]=[CH:29][CH:30]=2)[C:25]([OH:27])=[O:26])=[O:19])=[C:12]([C:31]2[CH:36]=[CH:35][CH:34]=[CH:33][CH:32]=2)[C:11]=1[C:37]1[CH:42]=[CH:41][C:40]([F:43])=[CH:39][CH:38]=1)([OH:3])=[O:2].C(O)C.[OH-].[Na+:50]. (4) Given the product [N:1]1[CH:6]=[CH:5][CH:4]=[CH:3][C:2]=1[C:7]1[C:8]([C:15]2[C:24]3[C:19](=[CH:20][C:21]([O:25][CH2:26][CH2:27][CH2:28][NH:29][C:30](=[O:32])[CH3:31])=[CH:22][CH:23]=3)[N:18]=[CH:17][CH:16]=2)=[C:9]2[CH2:14][CH2:13][CH2:12][N:10]2[N:11]=1, predict the reactants needed to synthesize it. The reactants are: [N:1]1[CH:6]=[CH:5][CH:4]=[CH:3][C:2]=1[C:7]1[C:8]([C:15]2[C:24]3[C:19](=[CH:20][C:21]([O:25][CH2:26][CH2:27][CH2:28][NH2:29])=[CH:22][CH:23]=3)[N:18]=[CH:17][CH:16]=2)=[C:9]2[CH2:14][CH2:13][CH2:12][N:10]2[N:11]=1.[C:30](OC(=O)C)(=[O:32])[CH3:31].